Task: Regression. Given two drug SMILES strings and cell line genomic features, predict the synergy score measuring deviation from expected non-interaction effect.. Dataset: NCI-60 drug combinations with 297,098 pairs across 59 cell lines Drug 1: C(CCl)NC(=O)N(CCCl)N=O. Drug 2: CC12CCC3C(C1CCC2OP(=O)(O)O)CCC4=C3C=CC(=C4)OC(=O)N(CCCl)CCCl.[Na+]. Cell line: MALME-3M. Synergy scores: CSS=8.12, Synergy_ZIP=-1.57, Synergy_Bliss=1.25, Synergy_Loewe=0.198, Synergy_HSA=0.654.